This data is from Full USPTO retrosynthesis dataset with 1.9M reactions from patents (1976-2016). The task is: Predict the reactants needed to synthesize the given product. (1) Given the product [NH3:3].[N+:12]([C:7]1[CH:8]=[C:9]2[C:4](=[CH:5][CH:6]=1)[N:3]=[C:2]([N:25]1[CH2:24][C@@H:23]3[CH2:28][C@H:26]1[CH2:27][N:22]3[C:20]([O:19][C:15]([CH3:18])([CH3:17])[CH3:16])=[O:21])[CH:11]=[CH:10]2)([O-:14])=[O:13], predict the reactants needed to synthesize it. The reactants are: Cl[C:2]1[CH:11]=[CH:10][C:9]2[C:4](=[CH:5][CH:6]=[C:7]([N+:12]([O-:14])=[O:13])[CH:8]=2)[N:3]=1.[C:15]([O:19][C:20]([N:22]1[CH2:27][C@@H:26]2[CH2:28][C@H:23]1[CH2:24][NH:25]2)=[O:21])([CH3:18])([CH3:17])[CH3:16]. (2) Given the product [Cl:1][C:2]1[CH:3]=[N+:4]([O-:35])[CH:5]=[C:6]([Cl:26])[C:7]=1[CH2:8][C:9]([C:11]1[C:16]2[O:17][C:18]3([O:23][C:15]=2[C:14]([O:24][CH3:25])=[CH:13][CH:12]=1)[CH2:22][CH2:21][CH2:20][CH2:19]3)=[O:10], predict the reactants needed to synthesize it. The reactants are: [Cl:1][C:2]1[CH:3]=[N:4][CH:5]=[C:6]([Cl:26])[C:7]=1[CH2:8][C:9]([C:11]1[C:16]2[O:17][C:18]3([O:23][C:15]=2[C:14]([O:24][CH3:25])=[CH:13][CH:12]=1)[CH2:22][CH2:21][CH2:20][CH2:19]3)=[O:10].C1C=C(Cl)C=C(C(OO)=[O:35])C=1. (3) Given the product [CH3:1][C:2]1[CH:3]=[C:4]2[C:8](=[C:9]([CH3:11])[CH:10]=1)[NH:7][CH:6]=[CH:5]2, predict the reactants needed to synthesize it. The reactants are: [CH3:1][C:2]1[CH:3]=[C:4]2[C:8](=[C:9]([CH3:11])[CH:10]=1)[NH:7][C:6](=O)[C:5]2=O.Cl.C(=O)(O)[O-].[Na+]. (4) Given the product [Cl:15][C:12]1[C:11]([Cl:16])=[CH:10][CH:9]=[C:8]2[C:13]=1[CH:14]=[C:6]([C:4]([OH:5])=[O:3])[N:7]2[CH2:17][CH3:18], predict the reactants needed to synthesize it. The reactants are: C([O:3][C:4]([C:6]1[N:7]([CH2:17][CH3:18])[C:8]2[C:13]([CH:14]=1)=[C:12]([Cl:15])[C:11]([Cl:16])=[CH:10][CH:9]=2)=[O:5])C.[OH-].[Na+]. (5) Given the product [CH3:15][C:16]1[CH:17]=[C:18]([C:2]2[C:3]3[O:10][C:9]4[CH:11]=[CH:12][CH:13]=[CH:14][C:8]=4[C:4]=3[N:5]=[CH:6][N:7]=2)[CH:19]=[C:20]([CH3:22])[CH:21]=1, predict the reactants needed to synthesize it. The reactants are: Cl[C:2]1[C:3]2[O:10][C:9]3[CH:11]=[CH:12][CH:13]=[CH:14][C:8]=3[C:4]=2[N:5]=[CH:6][N:7]=1.[CH3:15][C:16]1[CH:17]=[C:18](B(O)O)[CH:19]=[C:20]([CH3:22])[CH:21]=1.C(=O)([O-])[O-].[Na+].[Na+].